The task is: Predict the reaction yield, written as a fraction of the theoretical maximum amount of product (1.0 means a 100% yield; for example, 0.34 means a 34% yield).. This data is from Reaction yield outcomes from USPTO patents with 853,638 reactions. (1) The yield is 0.690. The product is [CH3:1][O:2][CH2:3][CH2:4][O:5][C:6]1[CH:11]=[CH:10][C:9](/[CH:12]=[CH:13]/[C:14]([NH:57][S:54]([CH2:49][CH2:50][CH2:51][CH2:52][CH3:53])(=[O:56])=[O:55])=[O:16])=[C:8]([O:17][CH2:18][CH:19]2[CH2:23][CH2:22][CH2:21][O:20]2)[CH:7]=1. The catalyst is C(#N)C.CN(C)C1C=CN=CC=1.C(N(CC)CC)C. The reactants are [CH3:1][O:2][CH2:3][CH2:4][O:5][C:6]1[CH:11]=[CH:10][C:9](/[CH:12]=[CH:13]/[C:14]([OH:16])=O)=[C:8]([O:17][CH2:18][CH:19]2[CH2:23][CH2:22][CH2:21][O:20]2)[CH:7]=1.CC1C=CC=C([N+]([O-])=O)C=1C(OC(=O)C1C([N+]([O-])=O)=CC=CC=1C)=O.[CH2:49]([S:54]([NH2:57])(=[O:56])=[O:55])[CH2:50][CH2:51][CH2:52][CH3:53].[Cl-].[NH4+]. (2) The reactants are [CH:1](=O)[C:2]1[CH:7]=[CH:6][C:5]([O:8][CH3:9])=[CH:4][CH:3]=1.Cl.C(=O)(O)O.[NH2:16][NH:17][C:18]([NH2:20])=[NH:19].[OH-].[K+]. No catalyst specified. The product is [CH3:9][O:8][C:5]1[CH:6]=[CH:7][C:2](/[CH:1]=[N:16]/[NH:17][C:18](=[NH:19])[NH2:20])=[CH:3][CH:4]=1. The yield is 0.870. (3) The reactants are Br.[NH2:2][CH2:3][CH2:4][CH2:5][CH2:6][C:7]1[CH:12]=[CH:11][C:10]([OH:13])=[CH:9][CH:8]=1.[C:14]1(=O)[O:19][C:17](=[O:18])[C:16]2=[CH:20][CH:21]=[CH:22][CH:23]=[C:15]12.C(N(CC)CC)C. The catalyst is C(Cl)(Cl)Cl. The product is [OH:13][C:10]1[CH:9]=[CH:8][C:7]([CH2:6][CH2:5][CH2:4][CH2:3][N:2]2[C:17](=[O:18])[C:16]3[C:15](=[CH:23][CH:22]=[CH:21][CH:20]=3)[C:14]2=[O:19])=[CH:12][CH:11]=1. The yield is 0.410. (4) The reactants are Br[C:2]1[CH:3]=[C:4]([CH:13]=[CH:14][CH:15]=1)[C:5]([C:7]1[CH:12]=[CH:11][CH:10]=[CH:9][CH:8]=1)=[O:6].C(N(CC)CC)C.C1(C)C=CC=CC=1.[C:30]([O:34][CH3:35])(=[O:33])[CH:31]=[CH2:32]. The catalyst is C([O-])(=O)C.[Pd+2].C([O-])(=O)C.C1(C)C=CC=CC=1P(C1C=CC=CC=1C)C1C=CC=CC=1C.O. The product is [C:5]([C:4]1[CH:3]=[C:2]([CH:15]=[CH:14][CH:13]=1)[CH:32]=[CH:31][C:30]([O:34][CH3:35])=[O:33])(=[O:6])[C:7]1[CH:8]=[CH:9][CH:10]=[CH:11][CH:12]=1. The yield is 0.910. (5) The reactants are [C:1](Cl)(=[O:7])[CH2:2][CH2:3][CH2:4][CH2:5][CH3:6].[N:9]1([CH2:14][CH2:15][OH:16])[CH:13]=[CH:12][N:11]=[CH:10]1.C(N(CC)CC)C. The catalyst is C(Cl)Cl. The product is [C:1]([O:16][CH2:15][CH2:14][N:9]1[CH:13]=[CH:12][N:11]=[CH:10]1)(=[O:7])[CH2:2][CH2:3][CH2:4][CH2:5][CH3:6]. The yield is 0.900. (6) The reactants are [CH3:1][C:2]1[CH:15]=[CH:14][C:5]([O:6][C:7]2[CH:12]=[CH:11][C:10]([OH:13])=[CH:9][CH:8]=2)=[C:4]([N+:16]([O-])=O)[CH:3]=1.Cl[Sn]Cl. No catalyst specified. The product is [NH2:16][C:4]1[CH:3]=[C:2]([CH3:1])[CH:15]=[CH:14][C:5]=1[O:6][C:7]1[CH:8]=[CH:9][C:10]([OH:13])=[CH:11][CH:12]=1. The yield is 0.860.